This data is from NCI-60 drug combinations with 297,098 pairs across 59 cell lines. The task is: Regression. Given two drug SMILES strings and cell line genomic features, predict the synergy score measuring deviation from expected non-interaction effect. Synergy scores: CSS=45.7, Synergy_ZIP=1.49, Synergy_Bliss=3.88, Synergy_Loewe=2.48, Synergy_HSA=3.75. Drug 2: CC1CCCC2(C(O2)CC(NC(=O)CC(C(C(=O)C(C1O)C)(C)C)O)C(=CC3=CSC(=N3)C)C)C. Cell line: NCI-H226. Drug 1: CCC1=CC2CC(C3=C(CN(C2)C1)C4=CC=CC=C4N3)(C5=C(C=C6C(=C5)C78CCN9C7C(C=CC9)(C(C(C8N6C)(C(=O)OC)O)OC(=O)C)CC)OC)C(=O)OC.C(C(C(=O)O)O)(C(=O)O)O.